This data is from Full USPTO retrosynthesis dataset with 1.9M reactions from patents (1976-2016). The task is: Predict the reactants needed to synthesize the given product. (1) Given the product [F:11][C:12]1[CH:17]=[CH:16][C:15]([N:18]2[C:22]([CH2:23][CH:24]([CH3:26])[CH3:25])=[CH:21][C:20]([CH:27]=[N:2][OH:3])=[N:19]2)=[CH:14][CH:13]=1, predict the reactants needed to synthesize it. The reactants are: Cl.[NH2:2][OH:3].C(N(CC)CC)C.[F:11][C:12]1[CH:17]=[CH:16][C:15]([N:18]2[C:22]([CH2:23][CH:24]([CH3:26])[CH3:25])=[CH:21][C:20]([CH:27]=O)=[N:19]2)=[CH:14][CH:13]=1. (2) Given the product [Cl:14][C:4]1[CH:3]=[C:2]([Cl:1])[C:7]([N+:8]([O-:10])=[O:9])=[CH:6][N:5]=1, predict the reactants needed to synthesize it. The reactants are: [Cl:1][C:2]1[C:7]([N+:8]([O-:10])=[O:9])=[CH:6][N:5]=[C:4](O)[CH:3]=1.O=P(Cl)(Cl)[Cl:14].